The task is: Predict the reactants needed to synthesize the given product.. This data is from Full USPTO retrosynthesis dataset with 1.9M reactions from patents (1976-2016). (1) Given the product [CH3:57][C:56]1[CH:58]=[CH:59][C:53]([S:50]([O:1][CH2:2][CH2:3][CH2:4][CH2:5][CH2:6][CH2:7][CH:8]2[O:21][C:11]3=[N:12][C:13]4[CH:18]=[C:17]([C:19]#[N:20])[CH:16]=[CH:15][C:14]=4[N:10]3[CH2:9]2)(=[O:52])=[O:51])=[CH:54][CH:55]=1.[CH3:57][C:56]1[CH:58]=[CH:59][C:53]([S:50]([O:22][CH2:23][CH2:24][CH2:25][CH2:26][CH2:27][CH2:28][CH:29]2[O:42][C:32]3=[N:33][C:34]4[CH:39]=[CH:38][C:37]([C:40]#[N:41])=[CH:36][C:35]=4[N:31]3[CH2:30]2)(=[O:52])=[O:51])=[CH:54][CH:55]=1, predict the reactants needed to synthesize it. The reactants are: [OH:1][CH2:2][CH2:3][CH2:4][CH2:5][CH2:6][CH2:7][CH:8]1[O:21][C:11]2=[N:12][C:13]3[CH:18]=[C:17]([C:19]#[N:20])[CH:16]=[CH:15][C:14]=3[N:10]2[CH2:9]1.[OH:22][CH2:23][CH2:24][CH2:25][CH2:26][CH2:27][CH2:28][CH:29]1[O:42][C:32]2=[N:33][C:34]3[CH:39]=[CH:38][C:37]([C:40]#[N:41])=[CH:36][C:35]=3[N:31]2[CH2:30]1.C(N(CC)CC)C.[S:50](Cl)([C:53]1[CH:59]=[CH:58][C:56]([CH3:57])=[CH:55][CH:54]=1)(=[O:52])=[O:51]. (2) Given the product [Na:1].[CH3:31][O:32][CH2:33][C:34]1([CH2:40][CH2:10][O:11][C:12]2[CH:17]=[CH:16][N:15]=[C:14]([CH2:18][S:19]([C:21]3[NH:25][C:24]4[CH:26]=[CH:27][CH:28]=[CH:29][C:23]=4[N:22]=3)=[O:20])[C:13]=2[CH3:30])[O:39][CH2:38][CH2:37][CH2:36][O:35]1, predict the reactants needed to synthesize it. The reactants are: [Na:1].COC1OCC([CH2:10][O:11][C:12]2[CH:17]=[CH:16][N:15]=[C:14]([CH2:18][S:19]([C:21]3[NH:25][C:24]4[CH:26]=[CH:27][CH:28]=[CH:29][C:23]=4[N:22]=3)=[O:20])[C:13]=2[CH3:30])CO1.[CH3:31][O:32][CH2:33][C:34]1([CH2:40]CO)[O:39][CH2:38][CH2:37][CH2:36][O:35]1. (3) The reactants are: [CH3:1][O:2][C:3]1[CH:4]=[C:5]([C:11]2[C@@H:20]3[C@@H:15]([CH2:16][CH2:17][CH2:18][CH2:19]3)[C:14](=[O:21])[N:13]([CH:22]3[CH2:27][CH2:26][N:25]([C:28](=[O:44])[C@@H:29]([NH:36]C(=O)OC(C)(C)C)[CH2:30][N:31]4[CH:35]=[CH:34][CH:33]=[N:32]4)[CH2:24][CH2:23]3)[N:12]=2)[CH:6]=[CH:7][C:8]=1[O:9][CH3:10].FC(F)(F)C(O)=O. Given the product [NH2:36][C@@H:29]([CH2:30][N:31]1[CH:35]=[CH:34][CH:33]=[N:32]1)[C:28]([N:25]1[CH2:24][CH2:23][CH:22]([N:13]2[N:12]=[C:11]([C:5]3[CH:6]=[CH:7][C:8]([O:9][CH3:10])=[C:3]([O:2][CH3:1])[CH:4]=3)[C@@H:20]3[C@@H:15]([CH2:16][CH2:17][CH2:18][CH2:19]3)[C:14]2=[O:21])[CH2:27][CH2:26]1)=[O:44], predict the reactants needed to synthesize it. (4) Given the product [F:63][C:45]1[CH:14]=[C:15]([C:17]2[N:22]=[C:21]3[N:23]([CH2:26][C:27]4[CH:28]=[C:29]5[C:34](=[CH:35][CH:36]=4)[N:33]=[CH:32][CH:31]=[CH:30]5)[N:24]=[N:25][C:20]3=[CH:19][CH:18]=2)[CH:16]=[CH:44][C:43]=1[NH:39][CH2:40][CH2:42][C:3]([O:53][CH3:49])=[O:5], predict the reactants needed to synthesize it. The reactants are: NC(C)[C:3]([OH:5])=O.FC1[CH:16]=[C:15]([C:17]2[N:22]=[C:21]3[N:23]([CH2:26][C:27]4[CH:28]=[C:29]5[C:34](=[CH:35][CH:36]=4)[N:33]=[CH:32][CH:31]=[CH:30]5)[N:24]=[N:25][C:20]3=[CH:19][CH:18]=2)[CH:14]=CC=1C([O-])=O.C([N:39]([CH:43]([CH3:45])[CH3:44])[CH:40]([CH3:42])C)C.CN([C:49]([O:53]N1N=NC2C=CC=NC1=2)=[N+](C)C)C.[F:63][P-](F)(F)(F)(F)F. (5) Given the product [N:26]1([CH2:2][C:3]2[N+:12]([O-:13])=[C:11]([C:14]3[CH:19]=[CH:18][C:17]4[O:20][CH2:21][O:22][C:16]=4[CH:15]=3)[C:10]3[C:5](=[CH:6][C:7]4[O:25][CH2:24][O:23][C:8]=4[CH:9]=3)[N:4]=2)[CH2:30][CH2:29][CH2:28][CH2:27]1, predict the reactants needed to synthesize it. The reactants are: Cl[CH2:2][C:3]1[N+:12]([O-:13])=[C:11]([C:14]2[CH:19]=[CH:18][C:17]3[O:20][CH2:21][O:22][C:16]=3[CH:15]=2)[C:10]2[C:5](=[CH:6][C:7]3[O:25][CH2:24][O:23][C:8]=3[CH:9]=2)[N:4]=1.[NH:26]1[CH2:30][CH2:29][CH2:28][CH2:27]1.CN(C=O)C. (6) The reactants are: [C:1]1([C:7]2[N:11]3[CH:12]=[CH:13][N:14]=[C:15]([NH2:16])[C:10]3=[N:9][CH:8]=2)[CH:6]=[CH:5][CH:4]=[CH:3][CH:2]=1.[CH2:17]([N:21]=[C:22]=[O:23])[CH2:18][CH2:19][CH3:20]. Given the product [CH2:17]([NH:21][C:22]([NH:16][C:15]1[C:10]2[N:11]([C:7]([C:1]3[CH:2]=[CH:3][CH:4]=[CH:5][CH:6]=3)=[CH:8][N:9]=2)[CH:12]=[CH:13][N:14]=1)=[O:23])[CH2:18][CH2:19][CH3:20], predict the reactants needed to synthesize it.